This data is from Forward reaction prediction with 1.9M reactions from USPTO patents (1976-2016). The task is: Predict the product of the given reaction. (1) Given the reactants [C:1]([C:3]1[CH:8]=[N:7][N:6]2[CH:9]=[C:10]([NH:13]C(=O)OCC3C=CC=CC=3)[C:11]([CH3:12])=[C:5]2[C:4]=1[NH:24][C:25]1[CH:30]=[CH:29][C:28]([O:31][C:32]2[CH:37]=[CH:36][CH:35]=[CH:34][CH:33]=2)=[CH:27][CH:26]=1)#[N:2].Cl, predict the reaction product. The product is: [NH2:13][C:10]1[C:11]([CH3:12])=[C:5]2[C:4]([NH:24][C:25]3[CH:26]=[CH:27][C:28]([O:31][C:32]4[CH:37]=[CH:36][CH:35]=[CH:34][CH:33]=4)=[CH:29][CH:30]=3)=[C:3]([C:1]#[N:2])[CH:8]=[N:7][N:6]2[CH:9]=1. (2) Given the reactants C(N(C(C)C)CC)(C)C.[CH3:10][O:11][CH2:12][CH2:13][CH2:14][CH2:15][CH2:16][CH2:17][CH2:18][CH2:19][OH:20].[CH3:21][S:22](Cl)(=[O:24])=[O:23].O, predict the reaction product. The product is: [CH3:10][O:11][CH2:12][CH2:13][CH2:14][CH2:15][CH2:16][CH2:17][CH2:18][CH2:19][O:20][S:22]([CH3:21])(=[O:24])=[O:23]. (3) Given the reactants [C:1]1([C:7]2([CH2:12][C:13]#[N:14])[CH2:11][CH2:10][CH2:9][CH2:8]2)[CH:6]=[CH:5][CH:4]=[CH:3][CH:2]=1.Cl.[Cl:16]C1C=CC=CC=1C1C=CC=CC=1CC(N)=[NH:31], predict the reaction product. The product is: [ClH:16].[C:1]1([C:7]2([CH2:12][C:13]([NH2:31])=[NH:14])[CH2:11][CH2:10][CH2:9][CH2:8]2)[CH:6]=[CH:5][CH:4]=[CH:3][CH:2]=1. (4) The product is: [OH:12][C:11]1[CH:10]=[C:9]2[C:4]([CH:5]=[N:6][C:7]([NH:13][C:14]3[CH:25]=[CH:24][C:17]([C:18]([NH:20][CH:21]([CH3:23])[CH3:22])=[O:19])=[CH:16][CH:15]=3)=[N:8]2)=[CH:3][C:2]=1[C:38]#[C:37][Si:34]([CH3:36])([CH3:35])[CH3:33]. Given the reactants Br[C:2]1[CH:3]=[C:4]2[C:9](=[CH:10][C:11]=1[OH:12])[N:8]=[C:7]([NH:13][C:14]1[CH:25]=[CH:24][C:17]([C:18]([NH:20][CH:21]([CH3:23])[CH3:22])=[O:19])=[CH:16][CH:15]=1)[N:6]=[CH:5]2.C(N(CC)CC)C.[CH3:33][Si:34]([C:37]#[CH:38])([CH3:36])[CH3:35], predict the reaction product. (5) Given the reactants [F:1][C:2]([F:33])([F:32])[C:3]1[CH:27]=[C:26]([C:28]([F:31])([F:30])[F:29])[CH:25]=[CH:24][C:4]=1[CH2:5][N:6]1[C:14]2[C:9](=[CH:10][C:11]([CH:15]=[C:16]3[S:20][C:19](SC)=[N:18][C:17]3=[O:23])=[CH:12][CH:13]=2)[CH:8]=[N:7]1.[NH:34]1[C:38]([CH:39]2[CH2:44][CH2:43][NH:42][CH2:41][CH2:40]2)=[N:37][N:36]=[N:35]1, predict the reaction product. The product is: [F:33][C:2]([F:1])([F:32])[C:3]1[CH:27]=[C:26]([C:28]([F:30])([F:31])[F:29])[CH:25]=[CH:24][C:4]=1[CH2:5][N:6]1[C:14]2[C:9](=[CH:10][C:11]([CH:15]=[C:16]3[S:20][C:19]([N:42]4[CH2:43][CH2:44][CH:39]([C:38]5[NH:37][N:36]=[N:35][N:34]=5)[CH2:40][CH2:41]4)=[N:18][C:17]3=[O:23])=[CH:12][CH:13]=2)[CH:8]=[N:7]1. (6) Given the reactants Cl[C:2]1[N:7]=[C:6]([N:8]2[C:12]3[CH:13]=[C:14]([NH2:17])[CH:15]=[CH:16][C:11]=3[N:10]=[CH:9]2)[CH:5]=[N:4][CH:3]=1.[N:18]1[CH:23]=[CH:22][C:21](B(O)O)=[CH:20][CH:19]=1.C(=O)([O-])[O-].[Na+].[Na+], predict the reaction product. The product is: [N:18]1[CH:23]=[CH:22][C:21]([C:2]2[N:7]=[C:6]([N:8]3[C:12]4[CH:13]=[C:14]([NH2:17])[CH:15]=[CH:16][C:11]=4[N:10]=[CH:9]3)[CH:5]=[N:4][CH:3]=2)=[CH:20][CH:19]=1. (7) Given the reactants [O:1]1[C:5]2[CH:6]=[CH:7][C:8]([CH2:10][NH:11][C:12]([NH2:14])=[S:13])=[CH:9][C:4]=2[O:3][CH2:2]1.Cl[CH2:16][C:17](O)=[O:18], predict the reaction product. The product is: [O:1]1[C:5]2[CH:6]=[CH:7][C:8]([CH2:10][NH:11][C:12]3[S:13][CH2:16][C:17](=[O:18])[N:14]=3)=[CH:9][C:4]=2[O:3][CH2:2]1. (8) Given the reactants [O:1]=[C:2]1[N:8]2[CH2:9][CH:4]([CH2:5][CH2:6][CH:7]2[C:10]([NH:12][NH:13][C:14]([C:16]2[CH:30]=[CH:29][C:19]([CH2:20][NH:21]C(=O)OC(C)(C)C)=[CH:18][CH:17]=2)=[O:15])=[O:11])[N:3]1[O:31][S:32]([OH:35])(=[O:34])=[O:33].[NH+]1C=CC=CC=1.FC(F)(F)C(O)=O, predict the reaction product. The product is: [NH2:21][CH2:20][C:19]1[CH:18]=[CH:17][C:16]([C:14]([NH:13][NH:12][C:10]([CH:7]2[CH2:6][CH2:5][CH:4]3[CH2:9][N:8]2[C:2](=[O:1])[N:3]3[O:31][S:32]([OH:35])(=[O:34])=[O:33])=[O:11])=[O:15])=[CH:30][CH:29]=1.